Dataset: Peptide-MHC class II binding affinity with 134,281 pairs from IEDB. Task: Regression. Given a peptide amino acid sequence and an MHC pseudo amino acid sequence, predict their binding affinity value. This is MHC class II binding data. (1) The peptide sequence is SSKVTITDTTIGTGD. The MHC is DRB1_0101 with pseudo-sequence DRB1_0101. The binding affinity (normalized) is 0.245. (2) The peptide sequence is QSHWVEITALILGAQ. The MHC is DRB1_0701 with pseudo-sequence DRB1_0701. The binding affinity (normalized) is 0.717. (3) The peptide sequence is KFIPALEAAVKQAYAATVAT. The MHC is HLA-DQA10501-DQB10201 with pseudo-sequence HLA-DQA10501-DQB10201. The binding affinity (normalized) is 0.544. (4) The peptide sequence is INRQILDNAAKYVEH. The MHC is HLA-DPA10301-DPB10402 with pseudo-sequence HLA-DPA10301-DPB10402. The binding affinity (normalized) is 0.0484. (5) The peptide sequence is VPLYNRFSYIPNGAL. The binding affinity (normalized) is 0.124. The MHC is HLA-DQA10401-DQB10402 with pseudo-sequence HLA-DQA10401-DQB10402. (6) The peptide sequence is PVSPGEMRLRDDQRK. The MHC is DRB1_0801 with pseudo-sequence DRB1_0801. The binding affinity (normalized) is 0.193. (7) The peptide sequence is VKLVDANGKLHDKKS. The MHC is DRB1_0701 with pseudo-sequence DRB1_0701. The binding affinity (normalized) is 0.247.